Task: Regression/Classification. Given a drug SMILES string, predict its toxicity properties. Task type varies by dataset: regression for continuous values (e.g., LD50, hERG inhibition percentage) or binary classification for toxic/non-toxic outcomes (e.g., AMES mutagenicity, cardiotoxicity, hepatotoxicity). Dataset: herg_karim.. Dataset: hERG potassium channel inhibition data for cardiac toxicity prediction from Karim et al. (1) The drug is CN(C(=O)N1CC(c2cc(F)ccc2F)=C[C@@]1(CO)c1ccccc1)C1CCN(CCF)CC1. The result is 0 (non-blocker). (2) The drug is CN(CCOc1ccc(CC2SC(=O)NC2=O)cc1)c1ccccn1. The result is 0 (non-blocker). (3) The molecule is Cc1cc(N2CCC(C3CCN(c4ncc(Cl)cn4)CC3)CC2)nc(C#N)n1. The result is 1 (blocker). (4) The compound is Cc1cccc(N2CCN(CCNC(=O)c3cc(C(C)(C)C)n(C)c3C)CC2)c1C. The result is 0 (non-blocker). (5) The drug is Cc1sc(N2CCN(C(=O)[C@@H]3CCCC[C@H]3C(=O)NC3(C#N)CC3)CC2)nc1C(F)(F)F. The result is 0 (non-blocker).